The task is: Regression. Given a peptide amino acid sequence and an MHC pseudo amino acid sequence, predict their binding affinity value. This is MHC class I binding data.. This data is from Peptide-MHC class I binding affinity with 185,985 pairs from IEDB/IMGT. The peptide sequence is AAHARFVAA. The MHC is HLA-B07:02 with pseudo-sequence HLA-B07:02. The binding affinity (normalized) is 0.643.